From a dataset of Full USPTO retrosynthesis dataset with 1.9M reactions from patents (1976-2016). Predict the reactants needed to synthesize the given product. (1) Given the product [F:1][C:2]1[C:8]([F:9])=[C:7]([CH3:10])[CH:6]=[C:5]([I:11])[C:3]=1[N:4]=[C:13]=[O:15], predict the reactants needed to synthesize it. The reactants are: [F:1][C:2]1[C:8]([F:9])=[C:7]([CH3:10])[CH:6]=[C:5]([I:11])[C:3]=1[NH2:4].Cl[C:13](Cl)([O:15]C(=O)OC(Cl)(Cl)Cl)Cl. (2) Given the product [CH3:31][O:32][C:33]([C:35]1[CH:40]=[CH:39][C:38]([C:18]2[N:19]([C:24]([O:26][C:27]([CH3:28])([CH3:29])[CH3:30])=[O:25])[CH2:20][CH2:21][O:22][CH:23]=2)=[CH:37][CH:36]=1)=[O:34], predict the reactants needed to synthesize it. The reactants are: O(P(O[C:18]1[N:19]([C:24]([O:26][C:27]([CH3:30])([CH3:29])[CH3:28])=[O:25])[CH2:20][CH2:21][O:22][CH:23]=1)(OC1C=CC=CC=1)=O)C1C=CC=CC=1.[CH3:31][O:32][C:33]([C:35]1[CH:40]=[CH:39][C:38](B(O)O)=[CH:37][CH:36]=1)=[O:34].P([O-])([O-])([O-])=O.[K+].[K+].[K+].